Task: Predict the product of the given reaction.. Dataset: Forward reaction prediction with 1.9M reactions from USPTO patents (1976-2016) (1) The product is: [C:47]([O:46][C:45](=[O:51])[N:44]([CH2:52][CH:53]1[CH2:58][CH2:57][O:56][CH2:55][CH2:54]1)[C:37]1[C:38]2[N:39]([CH:41]=[CH:42][N:43]=2)[N:40]=[C:35]([NH:64][C:62]([CH3:65])([CH3:63])[C:61]([F:67])([F:66])[F:60])[CH:36]=1)([CH3:50])([CH3:49])[CH3:48]. Given the reactants CC(OC1C=CC=C(OC(C)C)C=1C1C(P(C2CCCCC2)C2CCCCC2)=CC=CC=1)C.Cl[C:35]1[CH:36]=[C:37]([N:44]([CH2:52][CH:53]2[CH2:58][CH2:57][O:56][CH2:55][CH2:54]2)[C:45](=[O:51])[O:46][C:47]([CH3:50])([CH3:49])[CH3:48])[C:38]2[N:39]([CH:41]=[CH:42][N:43]=2)[N:40]=1.Cl.[F:60][C:61]([F:67])([F:66])[C:62]([CH3:65])([NH2:64])[CH3:63].CC(C)([O-])C.[Na+], predict the reaction product. (2) Given the reactants [CH2:1]([O:8][C:9]1[CH:16]=[CH:15][C:12]([CH2:13]Br)=[C:11]([F:17])[CH:10]=1)[C:2]1[CH:7]=[CH:6][CH:5]=[CH:4][CH:3]=1.[C-]#N.[Na+].[OH-:21].[K+].[CH2:23]([OH:25])C, predict the reaction product. The product is: [CH2:1]([O:8][C:9]1[CH:16]=[CH:15][C:12]([CH2:13][C:23]([OH:25])=[O:21])=[C:11]([F:17])[CH:10]=1)[C:2]1[CH:7]=[CH:6][CH:5]=[CH:4][CH:3]=1. (3) The product is: [CH3:14][O:15][C:16]1[CH:21]=[CH:20][CH:19]=[CH:18][C:17]=1[CH2:22][CH2:23][NH:24][CH:2]1[CH2:11][CH2:10][CH2:9][C:8]2[N:7]=[C:6]([C:12]#[N:13])[CH:5]=[CH:4][C:3]1=2. Given the reactants O=[C:2]1[CH2:11][CH2:10][CH2:9][C:8]2[N:7]=[C:6]([C:12]#[N:13])[CH:5]=[CH:4][C:3]1=2.[CH3:14][O:15][C:16]1[CH:21]=[CH:20][CH:19]=[CH:18][C:17]=1[CH2:22][CH2:23][NH2:24].O.C1(C)C=CC(S(O)(=O)=O)=CC=1.[BH4-].[Na+], predict the reaction product. (4) The product is: [F:9][C:8]1[C:3]([C:1]#[N:2])=[C:4]([CH3:27])[C:5]([C:10](=[O:26])[CH2:11][N:12]2[CH2:17][CH2:16][NH:15][CH2:14][C:13]2=[O:25])=[CH:6][CH:7]=1. Given the reactants [C:1]([C:3]1[C:4]([CH3:27])=[C:5]([C:10](=[O:26])[CH2:11][N:12]2[CH2:17][CH2:16][N:15](C(OC(C)(C)C)=O)[CH2:14][C:13]2=[O:25])[CH:6]=[CH:7][C:8]=1[F:9])#[N:2].C(O)(C(F)(F)F)=O, predict the reaction product.